This data is from Forward reaction prediction with 1.9M reactions from USPTO patents (1976-2016). The task is: Predict the product of the given reaction. (1) The product is: [O:1]1[CH:5]=[CH:4][CH:3]=[C:2]1/[CH:6]=[CH:7]/[C:8]([N:26]=[N+:27]=[N-:28])=[O:10]. Given the reactants [O:1]1[CH:5]=[CH:4][CH:3]=[C:2]1[CH:6]=[CH:7][C:8]([OH:10])=O.C(N(CC)CC)C.ClC(OCC(C)C)=O.[N-:26]=[N+:27]=[N-:28].[Na+], predict the reaction product. (2) Given the reactants [CH3:1][S:2]([C:5]1[CH:26]=[CH:25][C:8]([O:9][C:10]2[CH:11]=[C:12]([O:20][CH2:21][CH2:22][O:23][CH3:24])[C:13]([NH:16][C:17]([NH2:19])=[S:18])=[N:14][CH:15]=2)=[CH:7][CH:6]=1)(=[O:4])=[O:3].Cl[CH2:28][CH:29]=O, predict the reaction product. The product is: [CH3:1][S:2]([C:5]1[CH:26]=[CH:25][C:8]([O:9][C:10]2[CH:11]=[C:12]([O:20][CH2:21][CH2:22][O:23][CH3:24])[C:13]([NH:16][C:17]3[S:18][CH:28]=[CH:29][N:19]=3)=[N:14][CH:15]=2)=[CH:7][CH:6]=1)(=[O:3])=[O:4]. (3) The product is: [OH:17][C@@H:10]1[C@@H:11]2[O:16][Si:19]([CH:29]([CH3:31])[CH3:30])([CH:32]([CH3:34])[CH3:33])[O:20][Si:21]([CH:25]([CH3:27])[CH3:26])([CH:22]([CH3:23])[CH3:24])[O:15][CH2:14][C@H:12]2[O:13][C@H:9]1[N:3]1[CH:2]=[CH:1][C:7](=[O:8])[NH:6][C:4]1=[O:5]. Given the reactants [CH:1]1[C:7](=[O:8])[NH:6][C:4](=[O:5])[N:3]([C@@H:9]2[O:13][C@H:12]([CH2:14][OH:15])[C@@H:11]([OH:16])[C@H:10]2[OH:17])[CH:2]=1.Cl[Si:19]([CH:32]([CH3:34])[CH3:33])([CH:29]([CH3:31])[CH3:30])[O:20][Si:21](Cl)([CH:25]([CH3:27])[CH3:26])[CH:22]([CH3:24])[CH3:23], predict the reaction product. (4) Given the reactants Cl[C:2]1[N:7]=[C:6]([CH3:8])[N:5]=[C:4]([O:9][C:10]2[CH:15]=[CH:14][C:13]([CH2:16][S:17]([NH:20][CH3:21])(=[O:19])=[O:18])=[CH:12][CH:11]=2)[CH:3]=1.[CH3:22][N:23](C=O)C, predict the reaction product. The product is: [C:22]([C:2]1[N:7]=[C:6]([CH3:8])[N:5]=[C:4]([O:9][C:10]2[CH:15]=[CH:14][C:13]([CH2:16][S:17]([NH:20][CH3:21])(=[O:19])=[O:18])=[CH:12][CH:11]=2)[CH:3]=1)#[N:23].